Dataset: Forward reaction prediction with 1.9M reactions from USPTO patents (1976-2016). Task: Predict the product of the given reaction. (1) Given the reactants [F:1][CH:2]([F:12])[CH2:3][N:4]1[CH:8]=[C:7]([N+:9]([O-:11])=[O:10])[CH:6]=[N:5]1.C[Si](C)(C)[N-][Si](C)(C)C.[Li+].[Cl:23]C(Cl)(Cl)C(Cl)(Cl)Cl.[Cl-].[NH4+], predict the reaction product. The product is: [Cl:23][C:8]1[N:4]([CH2:3][CH:2]([F:1])[F:12])[N:5]=[CH:6][C:7]=1[N+:9]([O-:11])=[O:10]. (2) Given the reactants O=[CH:2][CH2:3][CH:4]1[CH2:9][CH2:8][N:7]([C:10]([O:12][C:13]([CH3:16])([CH3:15])[CH3:14])=[O:11])[CH2:6][CH2:5]1.BrC1(Br)C(=O)NC(=O)NC1=O.[NH2:28][C:29]([NH2:31])=[S:30], predict the reaction product. The product is: [NH2:31][C:29]1[S:30][C:3]([CH:4]2[CH2:9][CH2:8][N:7]([C:10]([O:12][C:13]([CH3:16])([CH3:15])[CH3:14])=[O:11])[CH2:6][CH2:5]2)=[CH:2][N:28]=1.